From a dataset of Forward reaction prediction with 1.9M reactions from USPTO patents (1976-2016). Predict the product of the given reaction. (1) The product is: [NH:11]1[C:15]2[CH:16]=[CH:17][CH:18]=[CH:19][C:14]=2[N:13]=[C:12]1[CH:8]([NH:9][C:10]([NH:23][CH:24]1[CH2:29][CH2:28][CH2:27][CH:26]([OH:30])[CH2:25]1)=[O:20])[CH2:7][C:6]1[CH:21]=[CH:22][C:3]([O:2][CH3:1])=[CH:4][CH:5]=1. Given the reactants [CH3:1][O:2][C:3]1[CH:22]=[CH:21][C:6]([CH2:7][CH:8]2[C:12]3=[N:13][C:14]4[CH:19]=[CH:18][CH:17]=[CH:16][C:15]=4[N:11]3[C:10](=[O:20])[NH:9]2)=[CH:5][CH:4]=1.[NH2:23][CH:24]1[CH2:29][CH2:28][CH2:27][CH:26]([OH:30])[CH2:25]1.C(O)(C(F)(F)F)=O, predict the reaction product. (2) Given the reactants [CH2:1]([OH:4])[CH2:2][OH:3].[C:5]1([S:11]([CH:14]2[CH2:19][CH2:18][CH2:17][C:16](=O)[CH2:15]2)(=[O:13])=[O:12])[CH:10]=[CH:9][CH:8]=[CH:7][CH:6]=1.C(=O)(O)[O-].[Na+], predict the reaction product. The product is: [CH2:2]1[CH2:1][O:4][C:16]2([CH2:17][CH2:18][CH2:19][CH:14]([S:11]([C:5]3[CH:10]=[CH:9][CH:8]=[CH:7][CH:6]=3)(=[O:12])=[O:13])[CH2:15]2)[O:3]1.